From a dataset of Reaction yield outcomes from USPTO patents with 853,638 reactions. Predict the reaction yield, written as a fraction of the theoretical maximum amount of product (1.0 means a 100% yield; for example, 0.34 means a 34% yield). (1) The product is [Cl:1][C:2]1[CH:3]=[C:4]([NH:9][C:10]([C:12]2[C:13]([CH2:17][CH2:18][C:19]([O:21][CH2:22][CH3:23])=[O:20])=[N:14][O:15][N:16]=2)=[O:11])[CH:5]=[CH:6][C:7]=1[F:8]. The yield is 0.700. The reactants are [Cl:1][C:2]1[CH:3]=[C:4]([NH:9][C:10]([C:12]2[C:13](/[CH:17]=[CH:18]/[C:19]([O:21][CH2:22][CH3:23])=[O:20])=[N:14][O:15][N:16]=2)=[O:11])[CH:5]=[CH:6][C:7]=1[F:8].C(OCC)(=O)C. The catalyst is [Pd]. (2) The reactants are CO[C:3](=[O:28])[CH:4]([N:8]1[C:14](=[O:15])[CH2:13][CH2:12][N:11]([C:16](=[O:27])/[CH:17]=[CH:18]/[C:19]2[CH:24]=[CH:23][C:22]([Cl:25])=[C:21]([Cl:26])[CH:20]=2)[CH2:10][CH2:9]1)[CH2:5][CH2:6][OH:7].ClC1C=C(/C=C/[C:39]([N:41]2CCC(=O)N(C3CCOC3=O)C[CH2:42]2)=O)C=CC=1Cl.CNC. The catalyst is C1COCC1. The product is [Cl:26][C:21]1[CH:20]=[C:19](/[CH:18]=[CH:17]/[C:16]([N:11]2[CH2:12][CH2:13][C:14](=[O:15])[N:8]([CH:4]([CH2:5][CH2:6][OH:7])[C:3]([N:41]([CH3:42])[CH3:39])=[O:28])[CH2:9][CH2:10]2)=[O:27])[CH:24]=[CH:23][C:22]=1[Cl:25]. The yield is 0.960. (3) The reactants are [C:1]([O:8][CH3:9])(=[O:7])[CH2:2][C:3]([O:5][CH3:6])=[O:4].[H-].[Na+].BrC[C:14]1[C:15]([C:20]#[N:21])=[CH:16][CH:17]=[CH:18][CH:19]=1.O.[CH2:23]1COCC1. No catalyst specified. The product is [CH3:6][O:5][C:3](=[O:4])[CH:2]([CH2:23][C:18]1[CH:19]=[CH:14][C:15]([C:20]#[N:21])=[CH:16][CH:17]=1)[C:1]([O:8][CH3:9])=[O:7]. The yield is 0.450. (4) The reactants are [CH3:1][C:2]1[CH:7]=[C:6]([C:8]([N:10]2[CH2:19][C:18]3[CH:17]=[N:16][N:15]([CH3:20])[C:14]=3[NH:13][C:12]3[CH:21]=[CH:22][CH:23]=[CH:24][C:11]2=3)=[O:9])[CH:5]=[CH:4][C:3]=1[CH2:25][CH2:26][C:27]([OH:29])=[O:28].[CH2:30]([O:37][C:38]([N:40]1[CH2:45][CH2:44][CH:43]([CH2:46]O)[CH2:42][CH2:41]1)=[O:39])[C:31]1[CH:36]=[CH:35][CH:34]=[CH:33][CH:32]=1.CCN(C(C)C)C(C)C. The catalyst is CN(C1C=CN=CC=1)C.ClCCl. The product is [CH2:30]([O:37][C:38]([N:40]1[CH2:45][CH2:44][CH:43]([CH2:46][O:28][C:27](=[O:29])[CH2:26][CH2:25][C:3]2[CH:4]=[CH:5][C:6]([C:8]([N:10]3[CH2:19][C:18]4[CH:17]=[N:16][N:15]([CH3:20])[C:14]=4[NH:13][C:12]4[CH:21]=[CH:22][CH:23]=[CH:24][C:11]3=4)=[O:9])=[CH:7][C:2]=2[CH3:1])[CH2:42][CH2:41]1)=[O:39])[C:31]1[CH:32]=[CH:33][CH:34]=[CH:35][CH:36]=1. The yield is 0.260. (5) The yield is 0.220. The reactants are [C:1](=C1N=CC=N1)=[S:2].[NH2:8][CH2:9][CH:10]1[CH2:14][N:13]([C@@H:15]([CH2:19][CH3:20])[C:16]([NH2:18])=[O:17])[C:12](=[O:21])[CH2:11]1. The product is [N:8]([CH2:9][CH:10]1[CH2:14][N:13]([C@@H:15]([CH2:19][CH3:20])[C:16]([NH2:18])=[O:17])[C:12](=[O:21])[CH2:11]1)=[C:1]=[S:2]. The catalyst is CN(C=O)C. (6) The reactants are [OH:1][CH2:2][CH2:3][C:4]([O:6][CH3:7])=[O:5].C(C1C=CC=C(C(C)(C)C)N=1)(C)(C)C.FC(F)(F)S(OS(C(F)(F)F)(=O)=O)(=O)=O.O[C@H:38]1[CH2:43][CH2:42][C@H:41]([N:44]([CH3:58])[S:45]([C:48]2[CH:53]=[CH:52][C:51]([C:54]([F:57])([F:56])[F:55])=[CH:50][CH:49]=2)(=[O:47])=[O:46])[CH2:40][CH2:39]1. The catalyst is C(Cl)Cl.[N+](C)([O-])=O.CCOC(C)=O.OS([O-])(=O)=O.[K+]. The product is [CH3:7][O:6][C:4](=[O:5])[CH2:3][CH2:2][O:1][C@H:38]1[CH2:39][CH2:40][C@H:41]([N:44]([CH3:58])[S:45]([C:48]2[CH:53]=[CH:52][C:51]([C:54]([F:56])([F:55])[F:57])=[CH:50][CH:49]=2)(=[O:47])=[O:46])[CH2:42][CH2:43]1. The yield is 0.950. (7) The reactants are Cl[S:2]([CH:5]1[CH2:10][CH2:9][N:8]([C:11]([O:13][CH2:14][C:15]2[CH:20]=[CH:19][CH:18]=[CH:17][CH:16]=2)=[O:12])[CH2:7][CH2:6]1)(=[O:4])=[O:3].[CH3:21][NH:22][CH3:23]. The catalyst is C1COCC1. The product is [CH3:21][N:22]([CH3:23])[S:2]([CH:5]1[CH2:10][CH2:9][N:8]([C:11]([O:13][CH2:14][C:15]2[CH:20]=[CH:19][CH:18]=[CH:17][CH:16]=2)=[O:12])[CH2:7][CH2:6]1)(=[O:4])=[O:3]. The yield is 0.890.